This data is from Forward reaction prediction with 1.9M reactions from USPTO patents (1976-2016). The task is: Predict the product of the given reaction. (1) Given the reactants C(O)(C(F)(F)F)=O.[Cl:8][C:9]1[CH:14]=[CH:13][C:12](/[CH:15]=[CH:16]/[C:17]([N:19]2[CH2:24][CH2:23][N:22](C(OC(C)(C)C)=O)[CH2:21][C@H:20]2[CH3:32])=[O:18])=[C:11]([CH2:33][N:34]2[N:38]=[N:37][C:36]([CH3:39])=[N:35]2)[CH:10]=1.C1(C)C=CC=CC=1, predict the reaction product. The product is: [Cl:8][C:9]1[CH:14]=[CH:13][C:12](/[CH:15]=[CH:16]/[C:17]([N:19]2[CH2:24][CH2:23][NH:22][CH2:21][C@H:20]2[CH3:32])=[O:18])=[C:11]([CH2:33][N:34]2[N:38]=[N:37][C:36]([CH3:39])=[N:35]2)[CH:10]=1. (2) Given the reactants [H-].[Na+].F[C:4]1[CH:11]=[CH:10][CH:9]=[CH:8][C:5]=1[C:6]#[N:7].[CH3:12][NH:13][CH2:14][CH2:15][OH:16].[H][H], predict the reaction product. The product is: [CH3:12][NH:13][CH2:14][CH2:15][O:16][C:4]1[CH:11]=[CH:10][CH:9]=[CH:8][C:5]=1[C:6]#[N:7]. (3) The product is: [CH3:9][C:1]1([CH:7]=[O:8])[CH2:6][CH2:5][CH2:4][CH2:3][CH2:2]1. Given the reactants [CH:1]1([CH:7]=[O:8])[CH2:6][CH2:5][CH2:4][CH2:3][CH2:2]1.[CH3:9]C([O-])(C)C.[K+].IC.C(OC(N[C@H](C1(C)CCCCC1)C(O)=O)=O)(C)(C)C, predict the reaction product. (4) Given the reactants COC1C=C(C(C2C=CC(OC)=C(OC)C=2)=CC(OC)=O)C=CC=1OC.[CH3:27][O:28][C:29]1[CH:30]=[C:31]([CH:44]=[CH:45][C:46]=1[O:47][CH3:48])[C:32]([C:34]1[CH:39]=[C:38]([O:40][CH3:41])[CH:37]=[C:36]([O:42][CH3:43])[CH:35]=1)=O.C(OP([CH2:57][C:58]#[N:59])(=O)OCC)C.C[Si](C)(C)[N-][Si](C)(C)C.[Li+], predict the reaction product. The product is: [CH3:27][O:28][C:29]1[CH:30]=[C:31]([C:32]([C:34]2[CH:39]=[C:38]([O:40][CH3:41])[CH:37]=[C:36]([O:42][CH3:43])[CH:35]=2)=[CH:57][C:58]#[N:59])[CH:44]=[CH:45][C:46]=1[O:47][CH3:48]. (5) Given the reactants [Br:1][C:2]1[C:7]([CH2:8]Br)=[CH:6][CH:5]=[CH:4][N:3]=1.[NH:10]1[CH:14]=[CH:13][N:12]=[CH:11]1.C([O-])([O-])=O.[K+].[K+], predict the reaction product. The product is: [Br:1][C:2]1[C:7]([CH2:8][N:10]2[CH:14]=[CH:13][N:12]=[CH:11]2)=[CH:6][CH:5]=[CH:4][N:3]=1. (6) The product is: [Cl:21][C:22]1[CH:23]=[CH:24][C:25]([NH:28][C:29]2[C:32](=[O:33])[C:31](=[O:35])[C:30]=2[NH:1][CH2:2][CH2:3][NH:4][C:5]2[CH:10]=[C:9]([N:11]3[CH2:15][CH2:14][CH2:13][CH2:12]3)[N:8]=[C:7]([N:16]([CH2:17][CH3:18])[CH2:19][CH3:20])[N:6]=2)=[CH:26][CH:27]=1. Given the reactants [NH2:1][CH2:2][CH2:3][NH:4][C:5]1[CH:10]=[C:9]([N:11]2[CH2:15][CH2:14][CH2:13][CH2:12]2)[N:8]=[C:7]([N:16]([CH2:19][CH3:20])[CH2:17][CH3:18])[N:6]=1.[Cl:21][C:22]1[CH:27]=[CH:26][C:25]([NH:28][C:29]2[C:30](=O)[C:31](=[O:35])[C:32]=2[O:33]C)=[CH:24][CH:23]=1, predict the reaction product. (7) Given the reactants [H-].[Li+].C([Al+]CC(C)C)C(C)C.[H-].C([O:16][C:17](=O)[C:18]1[CH:23]=[CH:22][CH:21]=[C:20]([Cl:24])[C:19]=1[O:25][CH2:26][CH2:27][CH3:28])CC, predict the reaction product. The product is: [Cl:24][C:20]1[C:19]([O:25][CH2:26][CH2:27][CH3:28])=[C:18]([CH2:17][OH:16])[CH:23]=[CH:22][CH:21]=1. (8) Given the reactants [Br:1][C:2]1[CH:3]=[CH:4][C:5]([OH:8])=[N:6][CH:7]=1.C(=O)([O-])[O-].[Cs+].[Cs+].Cl[C:16]([F:21])([F:20])C([O-])=O.[Na+], predict the reaction product. The product is: [Br:1][C:2]1[CH:3]=[CH:4][C:5]([O:8][CH:16]([F:21])[F:20])=[N:6][CH:7]=1. (9) Given the reactants Cl.Cl.[NH2:3][CH2:4][C:5]1[C:10]([CH2:11][CH3:12])=[N:9][C:8]2[N:13]([CH2:16][CH3:17])[N:14]=[CH:15][C:7]=2[C:6]=1[NH:18][CH:19]1[CH2:24][CH2:23][O:22][CH2:21][CH2:20]1.C(N(CC)C(C)C)(C)C.[CH2:34]([O:36][C:37]1[C:38](=O)[C:39](=[O:44])[C:40]=1[O:41]CC)[CH3:35], predict the reaction product. The product is: [CH2:16]([N:13]1[C:8]2=[N:9][C:10]([CH2:11][CH3:12])=[C:5]([CH2:4][NH:3][C:38]3[C:39](=[O:44])[C:40](=[O:41])[C:37]=3[O:36][CH2:34][CH3:35])[C:6]([NH:18][CH:19]3[CH2:20][CH2:21][O:22][CH2:23][CH2:24]3)=[C:7]2[CH:15]=[N:14]1)[CH3:17].